Dataset: Tyrosyl-DNA phosphodiesterase HTS with 341,365 compounds. Task: Binary Classification. Given a drug SMILES string, predict its activity (active/inactive) in a high-throughput screening assay against a specified biological target. (1) The molecule is s1c(c(nc1c1ncccc1)C)C(OCC)=O. The result is 0 (inactive). (2) The molecule is s1c(C2N(C(C(C(=O)C2C)C)c2sccc2)C(=O)NCC(OCC)=O)ccc1. The result is 0 (inactive).